The task is: Predict the reaction yield, written as a fraction of the theoretical maximum amount of product (1.0 means a 100% yield; for example, 0.34 means a 34% yield).. This data is from Reaction yield outcomes from USPTO patents with 853,638 reactions. (1) The reactants are [Cl:1][C:2]1[CH:7]=[CH:6][C:5]([C:8]2[CH:12]=[CH:11][N:10]([C:13]3[CH:14]=[CH:15][C:16]4[O:25][CH2:24][C:19]5(OCC[O:20]5)[CH2:18][C:17]=4[CH:26]=3)[N:9]=2)=[CH:4][C:3]=1[CH2:27][NH:28][C:29](=[O:32])[O:30][CH3:31].Cl. The catalyst is CC(C)=O. The product is [Cl:1][C:2]1[CH:7]=[CH:6][C:5]([C:8]2[CH:12]=[CH:11][N:10]([C:13]3[CH:14]=[CH:15][C:16]4[O:25][CH2:24][C:19](=[O:20])[CH2:18][C:17]=4[CH:26]=3)[N:9]=2)=[CH:4][C:3]=1[CH2:27][NH:28][C:29](=[O:32])[O:30][CH3:31]. The yield is 0.680. (2) The reactants are [CH:1](=[N:3][OH:4])[CH3:2].ClN1C(=O)CCC1=O.[C:13]([C:16]1[CH:21]=[CH:20][C:19]([CH2:22][C:23]([NH:25][C@@H:26]([C:28]2[CH:33]=[CH:32][C:31]([O:34][CH2:35][C:36]([F:39])([F:38])[F:37])=[CH:30][N:29]=2)[CH3:27])=[O:24])=[CH:18][CH:17]=1)([CH3:15])=[CH2:14]. No catalyst specified. The product is [CH3:2][C:1]1[CH2:15][C:13]([C:16]2[CH:17]=[CH:18][C:19]([CH2:22][C:23]([NH:25][C@@H:26]([C:28]3[CH:33]=[CH:32][C:31]([O:34][CH2:35][C:36]([F:39])([F:37])[F:38])=[CH:30][N:29]=3)[CH3:27])=[O:24])=[CH:20][CH:21]=2)([CH3:14])[O:4][N:3]=1. The yield is 0.230. (3) The reactants are [Cl:1][C:2]1[CH:11]=[CH:10][CH:9]=[C:8]2[C:3]=1[C:4](=[O:21])[N:5]([C:14]1[CH:19]=[CH:18][CH:17]=[CH:16][C:15]=1[CH3:20])[C:6]([CH2:12]Cl)=[N:7]2.O.[SH:23][C:24]1[N:32]=[CH:31][N:30]=[C:29]2[C:25]=1[NH:26][CH:27]=[N:28]2.C([O-])([O-])=O.[K+].[K+]. The catalyst is CN(C=O)C. The product is [Cl:1][C:2]1[CH:11]=[CH:10][CH:9]=[C:8]2[C:3]=1[C:4](=[O:21])[N:5]([C:14]1[CH:19]=[CH:18][CH:17]=[CH:16][C:15]=1[CH3:20])[C:6]([CH2:12][S:23][C:24]1[N:32]=[CH:31][N:30]=[C:29]3[C:25]=1[N:26]=[CH:27][NH:28]3)=[N:7]2. The yield is 0.460. (4) The reactants are CO[C:3](=[O:25])[C:4]1[CH:9]=[CH:8][C:7]([O:10][CH2:11][C:12]2[C:13]([C:18]3[CH:23]=[CH:22][C:21]([Cl:24])=[CH:20][N:19]=3)=[N:14][O:15][C:16]=2[CH3:17])=[N:6][CH:5]=1.[NH:26]1[CH2:31][CH2:30][O:29][CH2:28][CH2:27]1. No catalyst specified. The product is [Cl:24][C:21]1[CH:22]=[CH:23][C:18]([C:13]2[C:12]([CH2:11][O:10][C:7]3[N:6]=[CH:5][C:4]([C:3]([N:26]4[CH2:31][CH2:30][O:29][CH2:28][CH2:27]4)=[O:25])=[CH:9][CH:8]=3)=[C:16]([CH3:17])[O:15][N:14]=2)=[N:19][CH:20]=1. The yield is 0.150. (5) The reactants are [CH3:1][C@@H:2]1[CH2:7][CH2:6][NH:5][CH2:4][C@@H:3]1[N:8]1[C:17]2[C:12](=[CH:13][N:14]=[C:15]3[N:20]([CH2:21][O:22][CH2:23][CH2:24][Si:25]([CH3:28])([CH3:27])[CH3:26])[CH:19]=[CH:18][C:16]3=2)[C:11](=[O:29])[CH:10]=[CH:9]1.C(N(CC)C(C)C)(C)C.[CH3:39][CH:40]([CH3:46])[CH2:41][S:42](Cl)(=[O:44])=[O:43].O. The product is [CH2:41]([S:42]([N:5]1[CH2:6][CH2:7][C@@H:2]([CH3:1])[C@@H:3]([N:8]2[C:17]3[C:12](=[CH:13][N:14]=[C:15]4[N:20]([CH2:21][O:22][CH2:23][CH2:24][Si:25]([CH3:28])([CH3:27])[CH3:26])[CH:19]=[CH:18][C:16]4=3)[C:11](=[O:29])[CH:10]=[CH:9]2)[CH2:4]1)(=[O:44])=[O:43])[CH:40]([CH3:46])[CH3:39]. The catalyst is ClCCl. The yield is 0.620.